The task is: Predict the reactants needed to synthesize the given product.. This data is from Retrosynthesis with 50K atom-mapped reactions and 10 reaction types from USPTO. (1) Given the product CCCCCC(=O)N1CCc2nc3ccccc3c(C)c2CC1, predict the reactants needed to synthesize it. The reactants are: CCCCCC(=O)Cl.Cc1c2c(nc3ccccc13)CCNCC2. (2) Given the product Cc1ccc(S(=O)(=O)OCC2CCS(=O)(=O)CC2)cc1, predict the reactants needed to synthesize it. The reactants are: Cc1ccc(S(=O)(=O)Cl)cc1.O=S1(=O)CCC(CO)CC1. (3) The reactants are: Cc1noc(C)c1Cn1cc(N2C(=O)NC(C)(C)C2=O)cn1.Fc1ccc(CBr)cc1. Given the product Cc1noc(C)c1Cn1cc(N2C(=O)N(Cc3ccc(F)cc3)C(C)(C)C2=O)cn1, predict the reactants needed to synthesize it. (4) The reactants are: COC(=O)c1cc(Br)n(C(C)C)c1.COc1ncc(B(O)O)c(OC)n1. Given the product COC(=O)c1cc(-c2cnc(OC)nc2OC)n(C(C)C)c1, predict the reactants needed to synthesize it. (5) Given the product CC(=O)N1c2ccc(Br)c(Oc3ncc4ccccc4n3)c2CC[C@@H]1C, predict the reactants needed to synthesize it. The reactants are: CC(=O)N1c2ccc(Br)c(O)c2CC[C@@H]1C.Clc1ncc2ccccc2n1. (6) Given the product CCOC(=O)C1=C(CN2CCOCC2C(=O)O)NC(c2cnccn2)=NC1c1ccc(F)cc1Cl, predict the reactants needed to synthesize it. The reactants are: CCOC(=O)C1=C(CBr)NC(c2cnccn2)=NC1c1ccc(F)cc1Cl.O=C(O)C1COCCN1. (7) Given the product COc1ccc(C(Cc2ccccc2)NC[C@H](O)c2cccnc2)cc1OC, predict the reactants needed to synthesize it. The reactants are: COc1ccc(C(Cc2ccccc2)NC[C@H](O)c2ccc(Cl)nc2)cc1OC. (8) The reactants are: CCOC(CN(Cc1ccc(F)cc1F)C(=O)[C@H](Cc1ccc(OC(C)(C)C)cc1)NC(=O)OCC1c2ccccc2-c2ccccc21)OCC. Given the product CCOC(CN(Cc1ccc(F)cc1F)C(=O)[C@@H](N)Cc1ccc(OC(C)(C)C)cc1)OCC, predict the reactants needed to synthesize it. (9) Given the product CC(O)c1ccc(N)c(S(N)(=O)=O)c1, predict the reactants needed to synthesize it. The reactants are: CC(=O)c1ccc(N)c(S(N)(=O)=O)c1.